Dataset: Full USPTO retrosynthesis dataset with 1.9M reactions from patents (1976-2016). Task: Predict the reactants needed to synthesize the given product. Given the product [CH3:1][C:2]1[N:6]=[CH:5][N:4]([C:7]2[CH:25]=[CH:24][C:23]([N+:26]([O-:28])=[O:27])=[CH:22][C:8]=2[O:9][CH2:10][CH2:11][CH2:12][CH2:13][NH2:14])[N:3]=1.[C:29]([OH:35])([C:31]([F:34])([F:33])[F:32])=[O:30], predict the reactants needed to synthesize it. The reactants are: [CH3:1][C:2]1[N:6]=[CH:5][N:4]([C:7]2[CH:25]=[CH:24][C:23]([N+:26]([O-:28])=[O:27])=[CH:22][C:8]=2[O:9][CH2:10][CH2:11][CH2:12][CH2:13][NH:14]C(=O)OC(C)(C)C)[N:3]=1.[C:29]([OH:35])([C:31]([F:34])([F:33])[F:32])=[O:30].